This data is from Full USPTO retrosynthesis dataset with 1.9M reactions from patents (1976-2016). The task is: Predict the reactants needed to synthesize the given product. (1) Given the product [NH2:11][C@@H:12]([CH:28]([CH3:30])[CH3:29])[C:13]([N:15]1[CH2:20][CH2:19][N:18]([C:21]([O:23][C:24]([CH3:26])([CH3:25])[CH3:27])=[O:22])[CH2:17][CH2:16]1)=[O:14], predict the reactants needed to synthesize it. The reactants are: C(OC([NH:11][C@@H:12]([CH:28]([CH3:30])[CH3:29])[C:13]([N:15]1[CH2:20][CH2:19][N:18]([C:21]([O:23][C:24]([CH3:27])([CH3:26])[CH3:25])=[O:22])[CH2:17][CH2:16]1)=[O:14])=O)C1C=CC=CC=1. (2) Given the product [CH3:18][C:19]1[CH:24]=[C:23]([CH3:25])[CH:22]=[CH:21][C:20]=1[N:26]1[CH2:27][CH2:28][N:29]([C:11]([C:10]2[CH:14]=[CH:15][C:7]([N:3]3[CH2:4][CH2:5][CH2:6][S:2]3(=[O:1])=[O:17])=[C:8]([F:16])[CH:9]=2)=[O:13])[CH2:30][CH2:31]1, predict the reactants needed to synthesize it. The reactants are: [O:1]=[S:2]1(=[O:17])[CH2:6][CH2:5][CH2:4][N:3]1[C:7]1[CH:15]=[CH:14][C:10]([C:11]([OH:13])=O)=[CH:9][C:8]=1[F:16].[CH3:18][C:19]1[CH:24]=[C:23]([CH3:25])[CH:22]=[CH:21][C:20]=1[N:26]1[CH2:31][CH2:30][NH:29][CH2:28][CH2:27]1. (3) The reactants are: F[C:2]1[CH:11]=[CH:10][C:5]([C:6]([O:8][CH3:9])=[O:7])=[CH:4][C:3]=1[N+:12]([O-:14])=[O:13].C(=O)([O-])[O-].[K+].[K+].[SH:21][CH2:22][CH2:23][C:24]([O:26][CH2:27][CH:28]([CH2:33][CH3:34])[CH2:29][CH2:30][CH2:31][CH3:32])=[O:25]. Given the product [CH2:33]([CH:28]([CH2:29][CH2:30][CH2:31][CH3:32])[CH2:27][O:26][C:24](=[O:25])[CH2:23][CH2:22][S:21][C:2]1[CH:11]=[CH:10][C:5]([C:6]([O:8][CH3:9])=[O:7])=[CH:4][C:3]=1[N+:12]([O-:14])=[O:13])[CH3:34], predict the reactants needed to synthesize it.